From a dataset of Reaction yield outcomes from USPTO patents with 853,638 reactions. Predict the reaction yield, written as a fraction of the theoretical maximum amount of product (1.0 means a 100% yield; for example, 0.34 means a 34% yield). (1) The reactants are F[C:2]1[N:9]=[CH:8][C:7]([B:10]2[O:14][C:13]([CH3:16])([CH3:15])[C:12]([CH3:18])([CH3:17])[O:11]2)=[CH:6][C:3]=1[CH:4]=[O:5].[Cl:19][C:20]1[CH:21]=[C:22]([OH:27])[CH:23]=[C:24]([Cl:26])[CH:25]=1.C([O-])([O-])=O.[Cs+].[Cs+]. The catalyst is CN(C=O)C. The product is [Cl:19][C:20]1[CH:21]=[C:22]([CH:23]=[C:24]([Cl:26])[CH:25]=1)[O:27][C:2]1[N:9]=[CH:8][C:7]([B:10]2[O:14][C:13]([CH3:16])([CH3:15])[C:12]([CH3:18])([CH3:17])[O:11]2)=[CH:6][C:3]=1[CH:4]=[O:5]. The yield is 0.260. (2) The reactants are [NH2:1][C:2]1[C:11]2[C:6](=[C:7](Br)[CH:8]=[CH:9][CH:10]=2)[N:5]=[N:4][C:3]=1[C:13]([NH:15][CH2:16][CH2:17][CH3:18])=[O:14].[CH3:19][N:20]([CH3:30])[C:21]1[CH:26]=[CH:25][C:24](B(O)O)=[CH:23][CH:22]=1. No catalyst specified. The product is [NH2:1][C:2]1[C:11]2[C:6](=[C:7]([C:24]3[CH:25]=[CH:26][C:21]([N:20]([CH3:30])[CH3:19])=[CH:22][CH:23]=3)[CH:8]=[CH:9][CH:10]=2)[N:5]=[N:4][C:3]=1[C:13]([NH:15][CH2:16][CH2:17][CH3:18])=[O:14]. The yield is 0.930.